From a dataset of Merck oncology drug combination screen with 23,052 pairs across 39 cell lines. Regression. Given two drug SMILES strings and cell line genomic features, predict the synergy score measuring deviation from expected non-interaction effect. Drug 1: NC1(c2ccc(-c3nc4ccn5c(=O)[nH]nc5c4cc3-c3ccccc3)cc2)CCC1. Drug 2: CC(C)CC(NC(=O)C(Cc1ccccc1)NC(=O)c1cnccn1)B(O)O. Cell line: CAOV3. Synergy scores: synergy=5.85.